The task is: Predict the reaction yield, written as a fraction of the theoretical maximum amount of product (1.0 means a 100% yield; for example, 0.34 means a 34% yield).. This data is from Reaction yield outcomes from USPTO patents with 853,638 reactions. (1) The reactants are [F:1][C:2]1[CH:7]=[CH:6][C:5]([NH:8][CH:9]([CH2:13][CH3:14])[C:10](O)=[O:11])=[C:4]([N+:15]([O-])=O)[CH:3]=1.Cl.C(O)C.O.O.[Sn](Cl)Cl. The product is [CH2:13]([CH:9]1[NH:8][C:5]2[C:4](=[CH:3][C:2]([F:1])=[CH:7][CH:6]=2)[NH:15][C:10]1=[O:11])[CH3:14]. The yield is 0.418. No catalyst specified. (2) The reactants are [CH2:1]([C:8]1[C:17]2[C:12](=[CH:13][CH:14]=[CH:15][CH:16]=2)[C:11]([N:18]2[CH2:23][CH2:22][NH:21][CH2:20][CH2:19]2)=[N:10][N:9]=1)[C:2]1[CH:7]=[CH:6][CH:5]=[CH:4][CH:3]=1.Br[C:25]1[CH:30]=[CH:29][C:28]([C:31]([F:34])([F:33])[F:32])=[CH:27][CH:26]=1.CC(C)([O-])C.[K+].CC(C1C=C(C(C)C)C(C2C=CC=CC=2P(C2CCCCC2)C2CCCCC2)=C(C(C)C)C=1)C. The catalyst is C1COCC1.C([O-])(=O)C.[Pd+2].C([O-])(=O)C. The product is [CH2:1]([C:8]1[C:17]2[C:12](=[CH:13][CH:14]=[CH:15][CH:16]=2)[C:11]([N:18]2[CH2:23][CH2:22][N:21]([C:25]3[CH:30]=[CH:29][C:28]([C:31]([F:34])([F:33])[F:32])=[CH:27][CH:26]=3)[CH2:20][CH2:19]2)=[N:10][N:9]=1)[C:2]1[CH:3]=[CH:4][CH:5]=[CH:6][CH:7]=1. The yield is 0.370.